From a dataset of Reaction yield outcomes from USPTO patents with 853,638 reactions. Predict the reaction yield, written as a fraction of the theoretical maximum amount of product (1.0 means a 100% yield; for example, 0.34 means a 34% yield). (1) The reactants are [Br:1][C:2]1[CH:3]=[C:4]2[C:8](=[CH:9][CH:10]=1)[NH:7][CH2:6][CH2:5]2.[N+:11]([O-])([O-:13])=[O:12].[K+].C([O-])([O-])=O.[Na+].[Na+]. The catalyst is OS(O)(=O)=O. The product is [Br:1][C:2]1[CH:3]=[C:4]2[C:8](=[CH:9][C:10]=1[N+:11]([O-:13])=[O:12])[NH:7][CH2:6][CH2:5]2. The yield is 0.760. (2) The reactants are [Cl:1][C:2]1[CH:3]=[C:4]([CH:9]([C:22]([F:25])([F:24])[F:23])/[CH:10]=[CH:11]/[C:12]2[CH:20]=[CH:19][C:15]([C:16]([OH:18])=O)=[C:14]([CH3:21])[CH:13]=2)[CH:5]=[C:6]([Cl:8])[CH:7]=1.[F:26][C:27]([F:31])([F:30])[CH2:28][NH2:29].O.ON1C2C=CC=CC=2N=N1.Cl.CN(C)CCCN=C=NCC.CCN(C(C)C)C(C)C. The catalyst is CN(C=O)C.O. The product is [Cl:8][C:6]1[CH:5]=[C:4]([CH:9]([C:22]([F:25])([F:24])[F:23])/[CH:10]=[CH:11]/[C:12]2[CH:20]=[CH:19][C:15]([C:16]([NH:29][CH2:28][C:27]([F:31])([F:30])[F:26])=[O:18])=[C:14]([CH3:21])[CH:13]=2)[CH:3]=[C:2]([Cl:1])[CH:7]=1. The yield is 0.500. (3) The reactants are CCCC[N+](CCCC)(CCCC)CCCC.[F-].[CH3:19][O:20][C:21]([C:23]1[C:24]([O:48][CH3:49])=[C:25]2[C:30](=[C:31]([O:37][Si](C(C)C)(C(C)C)C(C)C)[C:32]=1[C:33]([O:35][CH3:36])=[O:34])[N:29]=[CH:28][CH:27]=[CH:26]2)=[O:22].[C:50]1([C:56]([C:59]2[CH:64]=[CH:63][CH:62]=[CH:61][CH:60]=2)=[N+]=[N-])[CH:55]=[CH:54][CH:53]=[CH:52][CH:51]=1. The catalyst is C1COCC1. The product is [CH3:19][O:20][C:21]([C:23]1[C:24]([O:48][CH3:49])=[C:25]2[C:30](=[C:31]([O:37][CH:56]([C:50]3[CH:55]=[CH:54][CH:53]=[CH:52][CH:51]=3)[C:59]3[CH:64]=[CH:63][CH:62]=[CH:61][CH:60]=3)[C:32]=1[C:33]([O:35][CH3:36])=[O:34])[N:29]=[CH:28][CH:27]=[CH:26]2)=[O:22]. The yield is 0.610. (4) The reactants are [C:1]([O:5][C:6]([NH:8][C@@H:9]([CH2:13][CH2:14][CH2:15][N:16]1[CH2:21][CH2:20][CH2:19][CH2:18][CH2:17]1)[C:10]([OH:12])=O)=[O:7])([CH3:4])([CH3:3])[CH3:2].[CH2:22]([NH2:29])[C:23]1[CH:28]=[CH:27][CH:26]=[CH:25][CH:24]=1.O.ON1C2C=CC=CC=2N=N1.C1(N=C=NC2CCCCC2)CCCCC1. The catalyst is C(Cl)Cl. The product is [CH2:22]([NH:29][C:10](=[O:12])[C@@H:9]([NH:8][C:6]([O:5][C:1]([CH3:2])([CH3:3])[CH3:4])=[O:7])[CH2:13][CH2:14][CH2:15][N:16]1[CH2:21][CH2:20][CH2:19][CH2:18][CH2:17]1)[C:23]1[CH:28]=[CH:27][CH:26]=[CH:25][CH:24]=1. The yield is 0.900. (5) The reactants are [CH2:1]([Zn]CC)C.FC(F)(F)C(O)=O.ICI.[CH3:16][O:17][C:18]([CH:20]1[CH2:24][C:23](=[CH2:25])[CH2:22][N:21]1[C:26]([O:28][CH2:29][C:30]1[CH:35]=[CH:34][CH:33]=[CH:32][CH:31]=1)=[O:27])=[O:19].C[N+]1([O-])CCOCC1. The catalyst is ClCCl.C1COCC1.O.CC(C)=O.[Os](=O)(=O)(=O)=O. The product is [CH3:16][O:17][C:18]([CH:20]1[CH2:24][C:23]2([CH2:1][CH2:25]2)[CH2:22][N:21]1[C:26]([O:28][CH2:29][C:30]1[CH:31]=[CH:32][CH:33]=[CH:34][CH:35]=1)=[O:27])=[O:19]. The yield is 0.650. (6) The reactants are [N:1]#[C:2]Br.[NH2:4][C:5]1[CH:6]=[C:7]([CH:12]=[CH:13][C:14]=1[NH2:15])[C:8]([O:10]C)=[O:9].N.Cl. The catalyst is O.C(OCC)(=O)C. The product is [NH2:1][C:2]1[NH:15][C:14]2[CH:13]=[CH:12][C:7]([C:8]([OH:10])=[O:9])=[CH:6][C:5]=2[N:4]=1. The yield is 0.970. (7) The reactants are C(OC([N:8]1[CH2:13][CH2:12][C:11]([C:16]2[CH:21]=[CH:20][C:19]([Cl:22])=[CH:18][CH:17]=2)([O:14][CH3:15])[CH2:10][CH2:9]1)=O)(C)(C)C.FC(F)(F)C(O)=O. The catalyst is C(Cl)Cl. The product is [Cl:22][C:19]1[CH:20]=[CH:21][C:16]([C:11]2([O:14][CH3:15])[CH2:10][CH2:9][NH:8][CH2:13][CH2:12]2)=[CH:17][CH:18]=1. The yield is 0.970.